From a dataset of Forward reaction prediction with 1.9M reactions from USPTO patents (1976-2016). Predict the product of the given reaction. (1) Given the reactants O.[OH-].[Li+].[CH3:4][C:5]([CH3:37])([CH2:10][O:11][C:12]1[CH:17]=[CH:16][C:15]([C:18]2[CH:19]=[CH:20][C:21]3[N:26]([C:27](=[O:35])[NH:28][C:29]4[CH:34]=[CH:33][CH:32]=[CH:31][CH:30]=4)[CH2:25][CH2:24][O:23][C:22]=3[CH:36]=2)=[CH:14][N:13]=1)[C:6]([O:8]C)=[O:7].O1CCCC1.O, predict the reaction product. The product is: [CH3:4][C:5]([CH3:37])([CH2:10][O:11][C:12]1[CH:17]=[CH:16][C:15]([C:18]2[CH:19]=[CH:20][C:21]3[N:26]([C:27](=[O:35])[NH:28][C:29]4[CH:34]=[CH:33][CH:32]=[CH:31][CH:30]=4)[CH2:25][CH2:24][O:23][C:22]=3[CH:36]=2)=[CH:14][N:13]=1)[C:6]([OH:8])=[O:7]. (2) Given the reactants [Na].Cl.[NH2:3][C:4]([NH2:6])=[NH:5].[O-]CC.[Na+].CCO.CN(C)/[CH:16]=[CH:17]/[C:18]([C:20]1[CH:37]=[CH:36][C:23]([C:24]([NH:26][CH2:27][C:28]2[CH:33]=[CH:32][CH:31]=[C:30]([O:34][CH3:35])[CH:29]=2)=[O:25])=[CH:22][CH:21]=1)=O, predict the reaction product. The product is: [NH2:5][C:4]1[N:6]=[C:18]([C:20]2[CH:21]=[CH:22][C:23]([C:24]([NH:26][CH2:27][C:28]3[CH:33]=[CH:32][CH:31]=[C:30]([O:34][CH3:35])[CH:29]=3)=[O:25])=[CH:36][CH:37]=2)[CH:17]=[CH:16][N:3]=1. (3) Given the reactants O.[OH-].[Li+].C[O:5][C:6]([C:8]1[C:16]2[C:11](=[CH:12][CH:13]=[CH:14][CH:15]=2)[N:10]([C:17]2[CH:26]=[CH:25][C:24]3[C:19](=[CH:20][CH:21]=[CH:22][CH:23]=3)[N:18]=2)[CH:9]=1)=[O:7], predict the reaction product. The product is: [C:6]([C:8]1[C:16]2[C:11](=[CH:12][CH:13]=[CH:14][CH:15]=2)[N:10]([C:17]2[CH:26]=[CH:25][C:24]3[C:19](=[CH:20][CH:21]=[CH:22][CH:23]=3)[N:18]=2)[CH:9]=1)([OH:7])=[O:5]. (4) Given the reactants C[O:2][C:3](=[O:30])[CH2:4][CH2:5][CH2:6][CH2:7][CH2:8][CH2:9][CH2:10][CH2:11][CH2:12][CH2:13][CH2:14][CH2:15][CH2:16][CH2:17][CH2:18][CH:19]([C:25]1[NH:29][N:28]=[N:27][N:26]=1)[C:20]1[NH:24][N:23]=[N:22][N:21]=1.[OH-].[Na+], predict the reaction product. The product is: [NH:26]1[C:25]([CH:19]([C:20]2[NH:21][N:22]=[N:23][N:24]=2)[CH2:18][CH2:17][CH2:16][CH2:15][CH2:14][CH2:13][CH2:12][CH2:11][CH2:10][CH2:9][CH2:8][CH2:7][CH2:6][CH2:5][CH2:4][C:3]([OH:30])=[O:2])=[N:29][N:28]=[N:27]1.